Dataset: Catalyst prediction with 721,799 reactions and 888 catalyst types from USPTO. Task: Predict which catalyst facilitates the given reaction. (1) Reactant: [OH-].[Li+].O1CCCC1.[CH3:8][O:9][C:10]1[CH:11]=[C:12]([CH:15]=[CH:16][C:17]=1[N:18]1[CH:22]=[C:21]([CH3:23])[N:20]=[CH:19]1)[CH:13]=O.C(OP([CH:32]1[CH2:40][CH2:39][C@@H:38]2[N:34]([C@H:35]([C:41]3[CH:46]=[CH:45][C:44]([Cl:47])=[CH:43][CH:42]=3)[CH2:36][CH2:37]2)[C:33]1=[O:48])(=O)OCC)C. Product: [Cl:47][C:44]1[CH:43]=[CH:42][C:41]([C@H:35]2[N:34]3[C@H:38]([CH2:39][CH2:40]/[C:32](=[CH:13]\[C:12]4[CH:15]=[CH:16][C:17]([N:18]5[CH:22]=[C:21]([CH3:23])[N:20]=[CH:19]5)=[C:10]([O:9][CH3:8])[CH:11]=4)/[C:33]3=[O:48])[CH2:37][CH2:36]2)=[CH:46][CH:45]=1. The catalyst class is: 97. (2) Reactant: CON(C)[C:4]([C:6]1[C:15](=[O:16])[C:14]2[C:9](=[CH:10][CH:11]=[CH:12][CH:13]=2)[N:8]([CH2:17][C:18]2[CH:23]=[CH:22][CH:21]=[C:20]([Br:24])[N:19]=2)[CH:7]=1)=[O:5].[Cl:26][C:27]1[CH:32]=[CH:31][C:30]([Mg]Br)=[CH:29][C:28]=1[F:35]. Product: [Br:24][C:20]1[N:19]=[C:18]([CH2:17][N:8]2[C:9]3[C:14](=[CH:13][CH:12]=[CH:11][CH:10]=3)[C:15](=[O:16])[C:6]([C:4](=[O:5])[C:30]3[CH:31]=[CH:32][C:27]([Cl:26])=[C:28]([F:35])[CH:29]=3)=[CH:7]2)[CH:23]=[CH:22][CH:21]=1. The catalyst class is: 1. (3) Reactant: [CH3:1][CH2:2][CH2:3][CH2:4][CH2:5][CH2:6][CH2:7][CH2:8][CH2:9][CH2:10][CH2:11][CH2:12][CH2:13][N+:14]([CH2:17][C:18]1[CH:19]=[CH:20][CH:21]=[CH:22][CH:23]=1)([CH3:16])[CH3:15].[Cl-].[CH3:25][C:26]([N-:28][S:29]([C:32]1[CH:33]=[CH:34][C:35]([NH2:38])=[CH:36][CH:37]=1)(=[O:31])=[O:30])=[O:27].[Na+].C(Cl)(Cl)Cl.CS(C)=O. Product: [CH3:1][CH2:2][CH2:3][CH2:4][CH2:5][CH2:6][CH2:7][CH2:8][CH2:9][CH2:10][CH2:11][CH2:12][CH2:13][N+:14]([CH2:17][C:18]1[CH:19]=[CH:20][CH:21]=[CH:22][CH:23]=1)([CH3:16])[CH3:15].[CH3:25][C:26]([NH:28][S:29]([C:32]1[CH:37]=[CH:36][C:35]([NH2:38])=[CH:34][CH:33]=1)(=[O:31])=[O:30])=[O:27]. The catalyst class is: 6. (4) Reactant: [CH3:1][NH:2][CH3:3].[CH3:4][O:5][C:6]([C:8]1[N:9]=[C:10](Br)[S:11][C:12]=1[C:13]1[CH:18]=[CH:17][CH:16]=[C:15]([O:19][CH3:20])[CH:14]=1)=[O:7].O.O.C(O)(=O)CC(CC(O)=O)(C(O)=O)O. Product: [CH3:4][O:5][C:6]([C:8]1[N:9]=[C:10]([N:2]([CH3:3])[CH3:1])[S:11][C:12]=1[C:13]1[CH:18]=[CH:17][CH:16]=[C:15]([O:19][CH3:20])[CH:14]=1)=[O:7]. The catalyst class is: 210. (5) Reactant: [Cl:1][C:2]1[CH:7]=[CH:6][C:5]([NH:8][C:9]([C:11]2([C:17]#[N:18])[CH2:16][CH2:15][NH:14][CH2:13][CH2:12]2)=[O:10])=[CH:4][CH:3]=1.Cl[C:20]1[C:21]2[CH:28]=[CH:27][NH:26][C:22]=2[N:23]=[CH:24][N:25]=1.C(N(CC)CC)C. Product: [Cl:1][C:2]1[CH:7]=[CH:6][C:5]([NH:8][C:9]([C:11]2([C:17]#[N:18])[CH2:12][CH2:13][N:14]([C:20]3[C:21]4[CH:28]=[CH:27][NH:26][C:22]=4[N:23]=[CH:24][N:25]=3)[CH2:15][CH2:16]2)=[O:10])=[CH:4][CH:3]=1. The catalyst class is: 51. (6) Reactant: C[O:2][C:3](=[O:22])[CH2:4][CH2:5][N:6]1[C:11]2[CH:12]=[C:13]([Cl:17])[CH:14]=[C:15]([Cl:16])[C:10]=2[O:9][C@H:8]([CH:18]([CH3:20])[CH3:19])[C:7]1=[O:21].[OH-].[Na+]. Product: [Cl:17][C:13]1[CH:14]=[C:15]([Cl:16])[C:10]2[O:9][C@H:8]([CH:18]([CH3:20])[CH3:19])[C:7](=[O:21])[N:6]([CH2:5][CH2:4][C:3]([OH:22])=[O:2])[C:11]=2[CH:12]=1. The catalyst class is: 5. (7) Reactant: [CH3:1][CH:2]1[CH2:7][C:6](=[O:8])[CH:5]=[C:4]([C:9]2[CH:14]=[CH:13][N:12]=[CH:11][C:10]=2[N+:15]([O-:17])=[O:16])[CH2:3]1.[CH3:18][Si:19](Cl)([CH3:21])[CH3:20].[Li+].C[Si]([N-][Si](C)(C)C)(C)C. Product: [CH3:1][CH:2]1[CH2:3][C:4]([C:9]2[CH:14]=[CH:13][N:12]=[CH:11][C:10]=2[N+:15]([O-:17])=[O:16])=[CH:5][C:6]([O:8][Si:19]([CH3:21])([CH3:20])[CH3:18])=[CH:7]1. The catalyst class is: 1. (8) Reactant: [OH:1][CH2:2][CH:3]1[NH:8][CH2:7][CH2:6][N:5]([C:9]([O:11][C:12]([CH3:15])([CH3:14])[CH3:13])=[O:10])[CH2:4]1.[Cl:16][C:17]1[CH:18]=[C:19]([N:24]=[C:25]=[O:26])[CH:20]=[CH:21][C:22]=1[Cl:23]. Product: [Cl:16][C:17]1[CH:18]=[C:19]([NH:24][C:25]([N:8]2[CH2:7][CH2:6][N:5]([C:9]([O:11][C:12]([CH3:15])([CH3:14])[CH3:13])=[O:10])[CH2:4][CH:3]2[CH2:2][OH:1])=[O:26])[CH:20]=[CH:21][C:22]=1[Cl:23]. The catalyst class is: 7. (9) Reactant: [NH2:1][C:2]1[N:7]=[CH:6][N:5]=[C:4]2[N:8]([C:33]3[CH:38]=[CH:37][C:36]([CH:39]=O)=[CH:35][CH:34]=3)[N:9]=[C:10]([C:11]3[CH:16]=[CH:15][C:14]([NH:17][C:18](=[O:30])[C:19]4[CH:24]=[CH:23][C:22]([C:25]([F:28])([F:27])[F:26])=[CH:21][C:20]=4[F:29])=[C:13]([O:31][CH3:32])[CH:12]=3)[C:3]=12.[NH2:41][CH2:42][CH2:43][N:44]1[CH2:49][CH2:48][O:47][CH2:46][CH2:45]1.C(O[BH-](OC(=O)C)OC(=O)C)(=O)C.[Na+].[OH-].[Na+]. Product: [NH2:1][C:2]1[N:7]=[CH:6][N:5]=[C:4]2[N:8]([C:33]3[CH:34]=[CH:35][C:36]([CH2:39][NH:41][CH2:42][CH2:43][N:44]4[CH2:49][CH2:48][O:47][CH2:46][CH2:45]4)=[CH:37][CH:38]=3)[N:9]=[C:10]([C:11]3[CH:16]=[CH:15][C:14]([NH:17][C:18](=[O:30])[C:19]4[CH:24]=[CH:23][C:22]([C:25]([F:27])([F:28])[F:26])=[CH:21][C:20]=4[F:29])=[C:13]([O:31][CH3:32])[CH:12]=3)[C:3]=12. The catalyst class is: 68.